Dataset: Catalyst prediction with 721,799 reactions and 888 catalyst types from USPTO. Task: Predict which catalyst facilitates the given reaction. (1) Reactant: [Br:1][C:2]1[CH:8]=[CH:7][C:5]([NH2:6])=[C:4]([F:9])[CH:3]=1.[N:10]([C:13]1[CH:18]=[CH:17][CH:16]=[C:15]([C:19]([F:22])([F:21])[F:20])[CH:14]=1)=[C:11]=[O:12]. Product: [Br:1][C:2]1[CH:8]=[CH:7][C:5]([NH:6][C:11]([NH:10][C:13]2[CH:18]=[CH:17][CH:16]=[C:15]([C:19]([F:20])([F:21])[F:22])[CH:14]=2)=[O:12])=[C:4]([F:9])[CH:3]=1. The catalyst class is: 1. (2) Reactant: [Cl:1][C:2]1[C:6]([NH:7][C:8](=[O:10])[CH3:9])=[CH:5][N:4]([C:11]2[CH:12]=[N:13][CH:14]=[CH:15][CH:16]=2)[N:3]=1.[CH2:17](Br)[CH3:18].[H-].[Na+].CC(C)([O-])C.[Na+]. Product: [Cl:1][C:2]1[C:6]([N:7]([CH2:17][CH3:18])[C:8](=[O:10])[CH3:9])=[CH:5][N:4]([C:11]2[CH:12]=[N:13][CH:14]=[CH:15][CH:16]=2)[N:3]=1. The catalyst class is: 7. (3) Reactant: [C:1]1([C:7]2[N:8]=[CH:9][NH:10][CH:11]=2)[CH:6]=[CH:5][CH:4]=[CH:3][CH:2]=1.[C:12](=O)([O-])[O-].[Cs+].[Cs+].IC. Product: [CH3:12][N:10]1[CH:11]=[C:7]([C:1]2[CH:2]=[CH:3][CH:4]=[CH:5][CH:6]=2)[N:8]=[CH:9]1. The catalyst class is: 31. (4) Reactant: [CH3:1][O:2][C:3]([C@@H:5]1[CH2:33][C@@H:32]2[CH2:34][N:6]1[C:7](=[O:41])[C@H:8]([C:37]([CH3:40])([CH3:39])[CH3:38])[NH:9][C:10](=[O:36])[O:11][C@@H:12]1[CH2:35][C@H:13]1[CH2:14][CH2:15][CH2:16][CH2:17][CH2:18][C:19]1[C:20]([O:31]2)=[N:21][C:22]2[CH:23]=[CH:24][CH:25]=[CH:26][C:27]=2[C:28]=1[CH:29]=O)=[O:4].[NH:42]1[CH2:47][CH2:46][O:45][CH2:44][CH2:43]1.C(O)(=O)C.C(O[BH-](OC(=O)C)OC(=O)C)(=O)C.[Na+]. Product: [CH3:1][O:2][C:3]([C@@H:5]1[CH2:33][C@@H:32]2[CH2:34][N:6]1[C:7](=[O:41])[C@H:8]([C:37]([CH3:39])([CH3:38])[CH3:40])[NH:9][C:10](=[O:36])[O:11][C@@H:12]1[CH2:35][C@H:13]1[CH2:14][CH2:15][CH2:16][CH2:17][CH2:18][C:19]1[C:20]([O:31]2)=[N:21][C:22]2[CH:23]=[CH:24][CH:25]=[CH:26][C:27]=2[C:28]=1[CH2:29][N:42]1[CH2:47][CH2:46][O:45][CH2:44][CH2:43]1)=[O:4]. The catalyst class is: 2.